This data is from Forward reaction prediction with 1.9M reactions from USPTO patents (1976-2016). The task is: Predict the product of the given reaction. (1) Given the reactants [F:1][C:2]1[CH:3]=[C:4]([CH:7]=[CH:8][C:9]=1[N:10]1[CH:14]=[CH:13][CH:12]=[N:11]1)[CH:5]=O.N1(C2C=C[C:23]([CH:24]=[O:25])=CC=2)C=CC=N1, predict the reaction product. The product is: [F:1][C:2]1[CH:3]=[C:4](/[CH:5]=[CH:23]/[CH:24]=[O:25])[CH:7]=[CH:8][C:9]=1[N:10]1[CH:14]=[CH:13][CH:12]=[N:11]1. (2) Given the reactants [CH3:1][O:2][C:3]1[CH:4]=[C:5]2[C:9](=[CH:10][CH:11]=1)[NH:8][C:7](=[O:12])[CH2:6]2.[CH3:13][N:14]([CH3:39])[C:15]([CH2:17][CH2:18][C:19]1[C:20]([S:27]([C:30]2[CH:38]=[CH:37][CH:36]=[CH:35][C:31]=2[C:32]([OH:34])=[O:33])(=[O:29])=[O:28])=[C:21]([CH3:26])[NH:22][C:23]=1[CH:24]=O)=[O:16].N1CCCCC1, predict the reaction product. The product is: [CH3:39][N:14]([CH3:13])[C:15]([CH2:17][CH2:18][C:19]1[C:20]([S:27]([C:30]2[CH:38]=[CH:37][CH:36]=[CH:35][C:31]=2[C:32]([OH:34])=[O:33])(=[O:29])=[O:28])=[C:21]([CH3:26])[NH:22][C:23]=1/[CH:24]=[C:6]1\[C:7](=[O:12])[NH:8][C:9]2[C:5]\1=[CH:4][C:3]([O:2][CH3:1])=[CH:11][CH:10]=2)=[O:16]. (3) Given the reactants [CH3:1][N:2]1[CH:6]=[C:5]([C:7]2[CH:8]=[N:9][C:10]3[C:15]([N:16]=2)=[CH:14][C:13]([C:17]2[CH2:18][CH2:19][N:20]([C:23]([O:25][C:26]([CH3:29])([CH3:28])[CH3:27])=[O:24])[CH2:21][CH:22]=2)=[CH:12][CH:11]=3)[CH:4]=[N:3]1, predict the reaction product. The product is: [CH3:1][N:2]1[CH:6]=[C:5]([CH:7]2[NH:16][C:15]3[C:10](=[CH:11][CH:12]=[C:13]([CH:17]4[CH2:22][CH2:21][N:20]([C:23]([O:25][C:26]([CH3:29])([CH3:28])[CH3:27])=[O:24])[CH2:19][CH2:18]4)[CH:14]=3)[NH:9][CH2:8]2)[CH:4]=[N:3]1. (4) Given the reactants [NH2:1][C:2]1[CH:3]=[C:4]([C:8]2[N:13]3[N:14]=[CH:15][C:16]([C:17]([C:19]4[S:20][CH:21]=[CH:22][CH:23]=4)=[O:18])=[C:12]3[N:11]=[CH:10][CH:9]=2)[CH:5]=[CH:6][CH:7]=1.C(N(CC)CC)C.[F:31][C:32]1[CH:40]=[CH:39][CH:38]=[CH:37][C:33]=1[C:34](Cl)=[O:35], predict the reaction product. The product is: [F:31][C:32]1[CH:40]=[CH:39][CH:38]=[CH:37][C:33]=1[C:34]([NH:1][C:2]1[CH:7]=[CH:6][CH:5]=[C:4]([C:8]2[N:13]3[N:14]=[CH:15][C:16]([C:17]([C:19]4[S:20][CH:21]=[CH:22][CH:23]=4)=[O:18])=[C:12]3[N:11]=[CH:10][CH:9]=2)[CH:3]=1)=[O:35]. (5) Given the reactants [Br:1][C:2]1[CH:3]=[C:4]([CH2:8][C:9](O)=[O:10])[CH:5]=[CH:6][CH:7]=1.B#B.O, predict the reaction product. The product is: [OH:10][CH2:9][CH2:8][C:4]1[CH:3]=[C:2]([Br:1])[CH:7]=[CH:6][CH:5]=1.